This data is from Forward reaction prediction with 1.9M reactions from USPTO patents (1976-2016). The task is: Predict the product of the given reaction. Given the reactants [C:1]([NH:4][C@@H:5]1[CH2:11][C@:10]2([C:20]3[CH:25]=[CH:24][CH:23]=[CH:22][CH:21]=3)[N:12](CC3C=CC=CC=3)[C@H:6]1[CH2:7][CH2:8][C@H:9]2[O:26][CH2:27][C:28]1[CH:33]=[C:32]([C:34]([F:37])([F:36])[F:35])[CH:31]=[C:30]([C:38]([F:41])([F:40])[F:39])[CH:29]=1)(=[O:3])[CH3:2].[ClH:42], predict the reaction product. The product is: [ClH:42].[C:1]([NH:4][C@@H:5]1[CH2:11][C@:10]2([C:20]3[CH:21]=[CH:22][CH:23]=[CH:24][CH:25]=3)[NH:12][C@H:6]1[CH2:7][CH2:8][C@H:9]2[O:26][CH2:27][C:28]1[CH:29]=[C:30]([C:38]([F:39])([F:40])[F:41])[CH:31]=[C:32]([C:34]([F:36])([F:35])[F:37])[CH:33]=1)(=[O:3])[CH3:2].